Dataset: Reaction yield outcomes from USPTO patents with 853,638 reactions. Task: Predict the reaction yield, written as a fraction of the theoretical maximum amount of product (1.0 means a 100% yield; for example, 0.34 means a 34% yield). (1) The reactants are [Cl:1]N1C(=O)CCC1=O.[F:9][C:10]1[CH:34]=[CH:33][C:13]([C:14]([N:16]2[CH2:21][CH2:20][N:19]3[N:22]=[C:23]([CH2:25][O:26][C:27]4[CH:32]=[CH:31][CH:30]=[CH:29][CH:28]=4)[CH:24]=[C:18]3[CH2:17]2)=[O:15])=[CH:12][CH:11]=1. The catalyst is C(Cl)(Cl)Cl. The product is [Cl:1][C:24]1[C:23]([CH2:25][O:26][C:27]2[CH:32]=[CH:31][CH:30]=[CH:29][CH:28]=2)=[N:22][N:19]2[CH2:20][CH2:21][N:16]([C:14]([C:13]3[CH:12]=[CH:11][C:10]([F:9])=[CH:34][CH:33]=3)=[O:15])[CH2:17][C:18]=12. The yield is 0.470. (2) No catalyst specified. The reactants are [CH3:1][N:2]([CH3:20])[CH2:3][CH2:4][N:5]1[C:11](=O)[CH2:10][CH2:9][CH2:8][C:7]2[CH:13]=[C:14]([N+:17]([O-:19])=[O:18])[CH:15]=[CH:16][C:6]1=2.B.C1COCC1. The product is [CH3:1][N:2]([CH3:20])[CH2:3][CH2:4][N:5]1[CH2:11][CH2:10][CH2:9][CH2:8][C:7]2[CH:13]=[C:14]([N+:17]([O-:19])=[O:18])[CH:15]=[CH:16][C:6]1=2. The yield is 0.746. (3) The reactants are [Cl:1][C:2]1[CH:7]=[CH:6][C:5]([C:8]2=[N:9][C@@H:10]([CH2:24][C:25]([O:27]C)=[O:26])[C:11]3[N:12]([C:20]([CH3:23])=[N:21][N:22]=3)[C:13]3[S:17][C:16]([CH3:18])=[C:15]([CH3:19])[C:14]2=3)=[CH:4][CH:3]=1.O.[OH-].[Li+].Cl. The catalyst is CO. The product is [Cl:1][C:2]1[CH:3]=[CH:4][C:5]([C:8]2=[N:9][C@@H:10]([CH2:24][C:25]([OH:27])=[O:26])[C:11]3[N:12]([C:20]([CH3:23])=[N:21][N:22]=3)[C:13]3[S:17][C:16]([CH3:18])=[C:15]([CH3:19])[C:14]2=3)=[CH:6][CH:7]=1. The yield is 0.870. (4) The reactants are C1COCC1.[F:6][C:7]1[CH:12]=[CH:11][CH:10]=[C:9]([F:13])[C:8]=1[N:14]1[C:19]2[N:20]=[C:21]([NH:39][CH2:40][C:41]3[NH:42][CH:43]=[CH:44][N:45]=3)[N:22]=[C:23]([C:24]3[CH:25]=[C:26]([CH:35]=[CH:36][C:37]=3[CH3:38])[C:27]([NH:29][C:30]3[S:31][CH:32]=[CH:33][N:34]=3)=[O:28])[C:18]=2[CH:17]=[CH:16][C:15]1=[O:46].[CH3:47][C:48]1[CH:53]=[CH:52][C:51]([S:54]([OH:57])(=[O:56])=[O:55])=[CH:50][CH:49]=1. The catalyst is O. The product is [CH3:47][C:48]1[CH:49]=[CH:50][C:51]([S:54]([OH:57])(=[O:56])=[O:55])=[CH:52][CH:53]=1.[F:6][C:7]1[CH:12]=[CH:11][CH:10]=[C:9]([F:13])[C:8]=1[N:14]1[C:19]2[N:20]=[C:21]([NH:39][CH2:40][C:41]3[NH:45][CH:44]=[CH:43][N:42]=3)[N:22]=[C:23]([C:24]3[CH:25]=[C:26]([CH:35]=[CH:36][C:37]=3[CH3:38])[C:27]([NH:29][C:30]3[S:31][CH:32]=[CH:33][N:34]=3)=[O:28])[C:18]=2[CH:17]=[CH:16][C:15]1=[O:46]. The yield is 0.329. (5) The reactants are [NH2:1][C:2]1[CH:7]=[CH:6][CH:5]=[CH:4][C:3]=1[NH:8][C:9]([NH:11][C:12]1[CH:17]=[CH:16][C:15]([C:18]2[N:23]=[C:22]([N:24]3[CH2:29][CH2:28][O:27][CH2:26][CH2:25]3)[C:21]([S:30][CH3:31])=[CH:20][N:19]=2)=[CH:14][CH:13]=1)=S.C1(N=C=NC2CCCCC2)CCCCC1. The catalyst is C1COCC1. The product is [CH3:31][S:30][C:21]1[C:22]([N:24]2[CH2:29][CH2:28][O:27][CH2:26][CH2:25]2)=[N:23][C:18]([C:15]2[CH:16]=[CH:17][C:12]([NH:11][C:9]3[NH:8][C:3]4[CH:4]=[CH:5][CH:6]=[CH:7][C:2]=4[N:1]=3)=[CH:13][CH:14]=2)=[N:19][CH:20]=1. The yield is 0.730. (6) The reactants are [Cl:1][C:2]1[CH:21]=[CH:20][C:5]([O:6][C:7]2[CH:19]=[CH:18][C:10]([O:11][CH2:12][C@H:13]3[CH2:17][CH2:16][CH2:15][NH:14]3)=[CH:9][CH:8]=2)=[CH:4][CH:3]=1.C(N(CC)CC)C.Br[CH2:30][CH2:31][CH2:32][C:33]([O:35][CH3:36])=[O:34].O.ClCCl. The catalyst is ClCCl. The product is [CH3:36][O:35][C:33](=[O:34])[CH2:32][CH2:31][CH2:30][N:14]1[CH2:15][CH2:16][CH2:17][C@@H:13]1[CH2:12][O:11][C:10]1[CH:18]=[CH:19][C:7]([O:6][C:5]2[CH:20]=[CH:21][C:2]([Cl:1])=[CH:3][CH:4]=2)=[CH:8][CH:9]=1. The yield is 0.570. (7) The reactants are [CH:1]1([C:4]([NH:6][C:7]2[N:8]=[C:9]3[CH:14]=[CH:13][C:12]([O:15][C:16]4[CH:17]=[CH:18][C:19]([F:32])=[C:20]([NH:22][C:23]([C:25]5[N:29]([CH3:30])[N:28]=[C:27]([CH3:31])[CH:26]=5)=[O:24])[CH:21]=4)=[N:11][N:10]3[CH:33]=2)=[O:5])CC1.CO.Cl.C(OCC(O)=O)(=[O:39])C.Cl.CN(C)CCCN=C=NCC.ON1C2C=CC=CC=2N=N1.C(N(C(C)C)C(C)C)C.C(=O)([O-])[O-].[Na+].[Na+]. The catalyst is O.CO.CN(C)C=O. The product is [F:32][C:19]1[CH:18]=[CH:17][C:16]([O:15][C:12]2[CH:13]=[CH:14][C:9]3[N:10]([CH:33]=[C:7]([NH:6][C:4](=[O:5])[CH2:1][OH:39])[N:8]=3)[N:11]=2)=[CH:21][C:20]=1[NH:22][C:23]([C:25]1[N:29]([CH3:30])[N:28]=[C:27]([CH3:31])[CH:26]=1)=[O:24]. The yield is 0.190. (8) The reactants are [OH:1][CH:2]1[CH2:7][CH2:6][CH2:5][CH:4]([NH:8][C:9]([C:11]2[C:19]3[C:14](=[N:15][CH:16]=[C:17]([C:20]4[C:28]5[C:23](=[CH:24][C:25]([Cl:29])=[CH:26][CH:27]=5)[N:22]([CH3:30])[N:21]=4)[N:18]=3)[N:13](COCC[Si](C)(C)C)[CH:12]=2)=[O:10])[CH2:3]1.FC(F)(F)C(O)=O.C(N)CN. The catalyst is ClCCl. The product is [OH:1][CH:2]1[CH2:7][CH2:6][CH2:5][CH:4]([NH:8][C:9]([C:11]2[C:19]3[C:14](=[N:15][CH:16]=[C:17]([C:20]4[C:28]5[C:23](=[CH:24][C:25]([Cl:29])=[CH:26][CH:27]=5)[N:22]([CH3:30])[N:21]=4)[N:18]=3)[NH:13][CH:12]=2)=[O:10])[CH2:3]1. The yield is 0.910. (9) No catalyst specified. The product is [Br:1][C:2]1[CH:3]=[C:4]([CH:8]=[C:9]([Br:23])[C:10]=1[O:11][C:12]1[CH:17]=[CH:16][C:15]([OH:18])=[C:14]([CH:20]([CH3:22])[CH3:21])[CH:13]=1)[C:5]([C:29]1[CH:28]=[C:27]([CH2:26][CH2:25][NH2:24])[CH:32]=[CH:31][C:30]=1[S:33]([NH2:36])(=[O:35])=[O:34])=[O:7]. The yield is 0.470. The reactants are [Br:1][C:2]1[CH:3]=[C:4]([CH:8]=[C:9]([Br:23])[C:10]=1[O:11][C:12]1[CH:17]=[CH:16][C:15]([O:18]C)=[C:14]([CH:20]([CH3:22])[CH3:21])[CH:13]=1)[C:5]([OH:7])=O.[NH2:24][CH2:25][CH2:26][C:27]1[CH:32]=[CH:31][C:30]([S:33]([NH2:36])(=[O:35])=[O:34])=[CH:29][CH:28]=1. (10) The reactants are C(OC1C=C(C=C(OCC2C=CC=CC=2)C=1)CN)C1C=CC=CC=1.[CH2:25]([O:32][C:33]1[CH:40]=[CH:39][C:36]([C:37]#[N:38])=[CH:35][C:34]=1[OH:41])[C:26]1[CH:31]=[CH:30][CH:29]=[CH:28][CH:27]=1. No catalyst specified. The product is [CH2:25]([O:32][C:33]1[CH:40]=[CH:39][C:36]([CH2:37][NH2:38])=[CH:35][C:34]=1[OH:41])[C:26]1[CH:31]=[CH:30][CH:29]=[CH:28][CH:27]=1. The yield is 0.330.